This data is from Forward reaction prediction with 1.9M reactions from USPTO patents (1976-2016). The task is: Predict the product of the given reaction. (1) Given the reactants [Si]([O:8][CH2:9][C:10]1[C:11]([F:26])=[C:12]([N:16]2[CH2:19][CH:18]([CH:20]3[CH2:25][CH2:24][NH:23][CH2:22][CH2:21]3)[CH2:17]2)[CH:13]=[CH:14][CH:15]=1)(C(C)(C)C)(C)C.[CH3:27][O:28][CH2:29][C:30](O)=O.CCN=C=NCCCN(C)C.Cl.C1C=CC2N(O)N=NC=2C=1.[OH-].[Na+], predict the reaction product. The product is: [F:26][C:11]1[C:10]([CH2:9][OH:8])=[CH:15][CH:14]=[CH:13][C:12]=1[N:16]1[CH2:17][CH:18]([CH:20]2[CH2:21][CH2:22][N:23]([CH2:30][CH2:29][O:28][CH3:27])[CH2:24][CH2:25]2)[CH2:19]1. (2) Given the reactants [N+:1]([C:4]1[CH:15]=[CH:14][C:7]([CH2:8][N:9]2[CH:13]=[N:12][N:11]=[N:10]2)=[CH:6][CH:5]=1)([O-])=O.C(O)C, predict the reaction product. The product is: [NH2:1][C:4]1[CH:15]=[CH:14][C:7]([CH2:8][N:9]2[CH:13]=[N:12][N:11]=[N:10]2)=[CH:6][CH:5]=1.